Dataset: HIV replication inhibition screening data with 41,000+ compounds from the AIDS Antiviral Screen. Task: Binary Classification. Given a drug SMILES string, predict its activity (active/inactive) in a high-throughput screening assay against a specified biological target. (1) The compound is CN(C)CC1C(OC(=O)C(O)(c2ccccc2)C2CCCC2)C2CCN1CC2. The result is 0 (inactive). (2) The molecule is OCC12CCC(n3cnc4c(O)ncnc43)C1C2. The result is 0 (inactive). (3) The drug is Sc1cnnc2c(Cl)cccc12. The result is 0 (inactive). (4) The compound is CC(=O)C(=Cn1c(=S)sc2ccccc21)C(=O)Nc1ccccc1C. The result is 0 (inactive).